Dataset: NCI-60 drug combinations with 297,098 pairs across 59 cell lines. Task: Regression. Given two drug SMILES strings and cell line genomic features, predict the synergy score measuring deviation from expected non-interaction effect. (1) Drug 1: C(CC(=O)O)C(=O)CN.Cl. Drug 2: CC1C(C(CC(O1)OC2CC(CC3=C2C(=C4C(=C3O)C(=O)C5=C(C4=O)C(=CC=C5)OC)O)(C(=O)CO)O)N)O.Cl. Cell line: SF-268. Synergy scores: CSS=44.1, Synergy_ZIP=-5.43, Synergy_Bliss=-7.70, Synergy_Loewe=-17.6, Synergy_HSA=-3.94. (2) Drug 1: C1=C(C(=O)NC(=O)N1)F. Synergy scores: CSS=29.6, Synergy_ZIP=-7.80, Synergy_Bliss=-19.5, Synergy_Loewe=-23.7, Synergy_HSA=-20.4. Cell line: SK-MEL-5. Drug 2: CC1=CC=C(C=C1)C2=CC(=NN2C3=CC=C(C=C3)S(=O)(=O)N)C(F)(F)F. (3) Drug 1: CNC(=O)C1=CC=CC=C1SC2=CC3=C(C=C2)C(=NN3)C=CC4=CC=CC=N4. Drug 2: CC1=C2C(C(=O)C3(C(CC4C(C3C(C(C2(C)C)(CC1OC(=O)C(C(C5=CC=CC=C5)NC(=O)OC(C)(C)C)O)O)OC(=O)C6=CC=CC=C6)(CO4)OC(=O)C)OC)C)OC. Cell line: HOP-62. Synergy scores: CSS=52.6, Synergy_ZIP=21.6, Synergy_Bliss=22.1, Synergy_Loewe=-5.51, Synergy_HSA=20.4. (4) Drug 1: CS(=O)(=O)C1=CC(=C(C=C1)C(=O)NC2=CC(=C(C=C2)Cl)C3=CC=CC=N3)Cl. Drug 2: CCC1(C2=C(COC1=O)C(=O)N3CC4=CC5=C(C=CC(=C5CN(C)C)O)N=C4C3=C2)O.Cl. Cell line: KM12. Synergy scores: CSS=22.2, Synergy_ZIP=-11.5, Synergy_Bliss=-9.19, Synergy_Loewe=-26.1, Synergy_HSA=-6.17.